Dataset: Reaction yield outcomes from USPTO patents with 853,638 reactions. Task: Predict the reaction yield, written as a fraction of the theoretical maximum amount of product (1.0 means a 100% yield; for example, 0.34 means a 34% yield). (1) The reactants are C[O:2][C:3]1[C:8]2[NH:9][C:10]([C:12]3[S:13][CH:14]=[CH:15][CH:16]=3)=[N:11][C:7]=2[C:6]([C:17]([NH:19][CH2:20][CH:21]2[CH2:25][CH2:24][N:23](C(OC(C)(C)C)=O)[CH2:22]2)=[O:18])=[CH:5][CH:4]=1.B(Br)(Br)Br. No catalyst specified. The product is [OH:2][C:3]1[C:8]2[NH:9][C:10]([C:12]3[S:13][CH:14]=[CH:15][CH:16]=3)=[N:11][C:7]=2[C:6]([C:17]([NH:19][CH2:20][CH:21]2[CH2:25][CH2:24][NH:23][CH2:22]2)=[O:18])=[CH:5][CH:4]=1. The yield is 0.390. (2) The reactants are [OH:1][CH2:2][CH2:3][O:4][CH2:5][CH2:6][OH:7].[C:8](Cl)([C:21]1[CH:26]=[CH:25][CH:24]=[CH:23][CH:22]=1)([C:15]1[CH:20]=[CH:19][CH:18]=[CH:17][CH:16]=1)[C:9]1[CH:14]=[CH:13][CH:12]=[CH:11][CH:10]=1. The catalyst is C(Cl)Cl. The product is [C:8]([O:1][CH2:2][CH2:3][O:4][CH2:5][CH2:6][OH:7])([C:9]1[CH:14]=[CH:13][CH:12]=[CH:11][CH:10]=1)([C:21]1[CH:22]=[CH:23][CH:24]=[CH:25][CH:26]=1)[C:15]1[CH:16]=[CH:17][CH:18]=[CH:19][CH:20]=1. The yield is 0.630.